From a dataset of NCI-60 drug combinations with 297,098 pairs across 59 cell lines. Regression. Given two drug SMILES strings and cell line genomic features, predict the synergy score measuring deviation from expected non-interaction effect. (1) Drug 1: C1CC(C1)(C(=O)O)C(=O)O.[NH2-].[NH2-].[Pt+2]. Drug 2: C1CC(=O)NC(=O)C1N2C(=O)C3=CC=CC=C3C2=O. Cell line: U251. Synergy scores: CSS=25.1, Synergy_ZIP=-2.26, Synergy_Bliss=6.12, Synergy_Loewe=-2.17, Synergy_HSA=4.20. (2) Drug 1: C1CCC(C1)C(CC#N)N2C=C(C=N2)C3=C4C=CNC4=NC=N3. Drug 2: C1CN1P(=S)(N2CC2)N3CC3. Cell line: RXF 393. Synergy scores: CSS=5.64, Synergy_ZIP=-0.692, Synergy_Bliss=1.94, Synergy_Loewe=1.18, Synergy_HSA=1.06. (3) Drug 1: CC1=C2C(C(=O)C3(C(CC4C(C3C(C(C2(C)C)(CC1OC(=O)C(C(C5=CC=CC=C5)NC(=O)OC(C)(C)C)O)O)OC(=O)C6=CC=CC=C6)(CO4)OC(=O)C)OC)C)OC. Drug 2: CC(CN1CC(=O)NC(=O)C1)N2CC(=O)NC(=O)C2. Cell line: CAKI-1. Synergy scores: CSS=47.1, Synergy_ZIP=-5.36, Synergy_Bliss=-6.31, Synergy_Loewe=-0.630, Synergy_HSA=1.49. (4) Drug 1: CCCCCOC(=O)NC1=NC(=O)N(C=C1F)C2C(C(C(O2)C)O)O. Drug 2: C1=NC2=C(N=C(N=C2N1C3C(C(C(O3)CO)O)F)Cl)N. Cell line: MDA-MB-435. Synergy scores: CSS=6.96, Synergy_ZIP=-2.41, Synergy_Bliss=2.54, Synergy_Loewe=-3.37, Synergy_HSA=1.71. (5) Drug 1: CC1CCCC2(C(O2)CC(NC(=O)CC(C(C(=O)C(C1O)C)(C)C)O)C(=CC3=CSC(=N3)C)C)C. Drug 2: CC1C(C(CC(O1)OC2CC(CC3=C2C(=C4C(=C3O)C(=O)C5=C(C4=O)C(=CC=C5)OC)O)(C(=O)CO)O)N)O.Cl. Cell line: SNB-75. Synergy scores: CSS=53.7, Synergy_ZIP=-1.01, Synergy_Bliss=2.13, Synergy_Loewe=5.81, Synergy_HSA=5.71. (6) Drug 1: CC1=C(C=C(C=C1)NC(=O)C2=CC=C(C=C2)CN3CCN(CC3)C)NC4=NC=CC(=N4)C5=CN=CC=C5. Drug 2: C1CCC(C(C1)N)N.C(=O)(C(=O)[O-])[O-].[Pt+4]. Cell line: SNB-19. Synergy scores: CSS=18.4, Synergy_ZIP=-8.21, Synergy_Bliss=-3.03, Synergy_Loewe=-20.4, Synergy_HSA=-7.99. (7) Drug 1: C1CN(P(=O)(OC1)NCCCl)CCCl. Drug 2: C(CCl)NC(=O)N(CCCl)N=O. Cell line: SK-MEL-28. Synergy scores: CSS=5.09, Synergy_ZIP=-0.281, Synergy_Bliss=0.746, Synergy_Loewe=-2.39, Synergy_HSA=0.427.